Dataset: Reaction yield outcomes from USPTO patents with 853,638 reactions. Task: Predict the reaction yield, written as a fraction of the theoretical maximum amount of product (1.0 means a 100% yield; for example, 0.34 means a 34% yield). The reactants are [NH2:1][C:2]1[C:3]([CH3:13])=[C:4]([CH:9]=[C:10]([Br:12])[CH:11]=1)[C:5]([O:7][CH3:8])=[O:6].[C:14]([O-:17])(=O)[CH3:15].[K+].C(OC(=O)C)(=O)C.[N:26](OC(C)(C)C)=O.C1OCCOCCOCCOCCOCCOC1. The catalyst is C(Cl)(Cl)Cl. The product is [C:14]([N:1]1[C:2]2[CH:11]=[C:10]([Br:12])[CH:9]=[C:4]([C:5]([O:7][CH3:8])=[O:6])[C:3]=2[CH:13]=[N:26]1)(=[O:17])[CH3:15]. The yield is 0.983.